This data is from Reaction yield outcomes from USPTO patents with 853,638 reactions. The task is: Predict the reaction yield, written as a fraction of the theoretical maximum amount of product (1.0 means a 100% yield; for example, 0.34 means a 34% yield). (1) The reactants are [C:1]([O:5][C:6]([N:8]([CH3:56])[C@@H:9]([CH3:55])[C:10]([NH:12][C@@H:13]([C:51]([CH3:54])([CH3:53])[CH3:52])[C:14]([N:16]1[C@H:25]([C:26](=[O:38])[NH:27][C@H:28]2[C:37]3[C:32](=[CH:33][CH:34]=[CH:35][CH:36]=3)[CH2:31][CH2:30][CH2:29]2)[CH2:24][C:23]2[C:18](=[CH:19][C:20]([NH:39][CH2:40][C:41]3[CH:50]=[CH:49][C:44]([C:45]([O:47][CH3:48])=[O:46])=[CH:43][CH:42]=3)=[CH:21][CH:22]=2)[CH2:17]1)=[O:15])=[O:11])=[O:7])([CH3:4])([CH3:3])[CH3:2].CC(C)(C)[C@H:59](NC(=O)[C@@H](NC)C)[C:60](N1[C@H](C(N[C@H]2C3C(=CC=CC=3)CCC2)=O)CC2C(=CC(NCC3C=CC(C(=O)N[C@H]4C[C@@H](C(=O)N[C@H]5C6C(=CC=CC=6)CCC5)N(C(=O)[C@@H](NC(=O)[C@@H](NC)C)C(C)(C)C)C4)=CC=3)=CC=2)C1)=[O:61].C(OC(=O)C)(=O)C. The catalyst is C(Cl)Cl. The product is [C:1]([O:5][C:6]([N:8]([CH3:56])[C@@H:9]([CH3:55])[C:10]([NH:12][C@@H:13]([C:51]([CH3:54])([CH3:53])[CH3:52])[C:14]([N:16]1[C@H:25]([C:26](=[O:38])[NH:27][C@H:28]2[C:37]3[C:32](=[CH:33][CH:34]=[CH:35][CH:36]=3)[CH2:31][CH2:30][CH2:29]2)[CH2:24][C:23]2[C:18](=[CH:19][C:20]([N:39]([CH2:40][C:41]3[CH:42]=[CH:43][C:44]([C:45]([O:47][CH3:48])=[O:46])=[CH:49][CH:50]=3)[C:60](=[O:61])[CH3:59])=[CH:21][CH:22]=2)[CH2:17]1)=[O:15])=[O:11])=[O:7])([CH3:4])([CH3:3])[CH3:2]. The yield is 0.940. (2) The reactants are [NH2:1][C:2]1[N:3]=[CH:4][C:5]2[S:10][CH:9]=[C:8]([C:11]3[CH:12]=[C:13]([S:17]([NH:20][CH3:21])(=[O:19])=[O:18])[CH:14]=[CH:15][CH:16]=3)[C:6]=2[N:7]=1.Cl[C:23]1[N:28]=[C:27]([CH3:29])[N:26]=[C:25]([N:30]2[CH2:35][CH2:34][N:33]([CH2:36][CH2:37][OH:38])[CH2:32][CH2:31]2)[CH:24]=1. No catalyst specified. The product is [OH:38][CH2:37][CH2:36][N:33]1[CH2:32][CH2:31][N:30]([C:25]2[N:26]=[C:27]([CH3:29])[N:28]=[C:23]([NH:1][C:2]3[N:3]=[CH:4][C:5]4[S:10][CH:9]=[C:8]([C:11]5[CH:12]=[C:13]([S:17]([NH:20][CH3:21])(=[O:18])=[O:19])[CH:14]=[CH:15][CH:16]=5)[C:6]=4[N:7]=3)[CH:24]=2)[CH2:35][CH2:34]1. The yield is 0.530. (3) The reactants are [Br:1][C:2]1[CH:7]=[CH:6][N:5]=[C:4]([NH2:8])[CH:3]=1.C(N(CC)CC)C.[CH3:16][CH:17]([CH3:21])[C:18](Cl)=[O:19]. The catalyst is O1CCCC1. The product is [Br:1][C:2]1[CH:7]=[CH:6][N:5]=[C:4]([NH:8][C:18](=[O:19])[CH:17]([CH3:21])[CH3:16])[CH:3]=1. The yield is 0.470. (4) The reactants are Cl[C:2]1[CH:3]=[C:4]([C:9]2[N:14]=[C:13]([CH3:15])[N:12]=[C:11]([NH2:16])[N:10]=2)[C:5]([F:8])=[N:6][CH:7]=1.CC(C1C=C(C(C)C)C(C2C=CC=CC=2P(C2CCCCC2)C2CCCCC2)=C(C(C)C)C=1)C.[F-].[Cs+].C([Sn](CCCC)(CCCC)[C:58]([O:60][CH2:61][CH3:62])=[CH2:59])CCC. The catalyst is O1CCOCC1.CN(C=O)C.C(O[Pd]OC(=O)C)(=O)C. The product is [CH2:61]([O:60][C:58]([C:2]1[CH:3]=[C:4]([C:9]2[N:14]=[C:13]([CH3:15])[N:12]=[C:11]([NH2:16])[N:10]=2)[C:5]([F:8])=[N:6][CH:7]=1)=[CH2:59])[CH3:62]. The yield is 0.647. (5) The reactants are Br[C:2]1[C:3]([Cl:12])=[CH:4][C:5]([NH:8][C:9](=[O:11])[CH3:10])=[N:6][CH:7]=1.N1C=CC=[CH:15][CH:14]=1.C(=O)([O-])[O-].[Na+].[Na+]. The catalyst is O.C1(C)C=CC=CC=1.C(O)C.C1C=CC([P]([Pd]([P](C2C=CC=CC=2)(C2C=CC=CC=2)C2C=CC=CC=2)([P](C2C=CC=CC=2)(C2C=CC=CC=2)C2C=CC=CC=2)[P](C2C=CC=CC=2)(C2C=CC=CC=2)C2C=CC=CC=2)(C2C=CC=CC=2)C2C=CC=CC=2)=CC=1. The product is [Cl:12][C:3]1[C:2]([CH:14]=[CH2:15])=[CH:7][N:6]=[C:5]([NH:8][C:9](=[O:11])[CH3:10])[CH:4]=1. The yield is 0.990. (6) The reactants are N[C:2]1[CH:7]=[CH:6][C:5](O)=[CH:4][CH:3]=1.[CH3:9][C:10]([O-:13])(C)C.[K+].[C:15]([O-:18])([O-])=[O:16].[K+].[K+].Cl[CH:22]1N(C2C(C)=CC=CC=2Cl)C=CS1.[Na+].[Cl-]. The catalyst is CN(C=O)C. The product is [C:10]([C:2]1[CH:7]=[CH:6][C:5]([C:15]([O:18][CH3:22])=[O:16])=[CH:4][CH:3]=1)(=[O:13])[CH3:9]. The yield is 0.840. (7) The reactants are [C:1]([O:5][C:6]([NH:8][C@@H:9]([CH2:13][C:14]1[CH:19]=[CH:18][C:17]([N+:20]([O-:22])=[O:21])=[CH:16][CH:15]=1)[C:10]([OH:12])=O)=[O:7])([CH3:4])([CH3:3])[CH3:2].C(N(CC)CC)C.ClC(OCC(C)C)=O.[N+:38](=[CH2:40])=[N-:39]. The catalyst is C1COCC1.CCOCC. The product is [C:1]([O:5][C:6](=[O:7])[NH:8][CH:9]([CH2:13][C:14]1[CH:19]=[CH:18][C:17]([N+:20]([O-:22])=[O:21])=[CH:16][CH:15]=1)[C:10](=[O:12])[CH:40]=[N+:38]=[N-:39])([CH3:2])([CH3:3])[CH3:4]. The yield is 0.820. (8) The reactants are [NH2:1][C:2]1[CH:10]=[CH:9][C:5]2[N:6]=[CH:7][S:8][C:4]=2[CH:3]=1.N1C=CC=CC=1.[C:17](Cl)(=O)[O:18]C1C=CC([N+]([O-])=O)=CC=1.[Cl:30][C:31]1[CH:37]=[C:36]([O:38][C:39]2[C:40]3[N:47]([CH3:48])[CH:46]=[CH:45][C:41]=3[N:42]=[CH:43][N:44]=2)[CH:35]=[CH:34][C:32]=1[NH2:33]. The catalyst is CN(C)C(=O)C.O. The product is [S:8]1[C:4]2[CH:3]=[C:2]([NH:1][C:17]([NH:33][C:32]3[CH:34]=[CH:35][C:36]([O:38][C:39]4[C:40]5[N:47]([CH3:48])[CH:46]=[CH:45][C:41]=5[N:42]=[CH:43][N:44]=4)=[CH:37][C:31]=3[Cl:30])=[O:18])[CH:10]=[CH:9][C:5]=2[N:6]=[CH:7]1. The yield is 0.0900. (9) The reactants are C(N(CC)CC)C.[CH3:8][O:9][C:10](=[O:44])[CH2:11][C:12]1[CH:13]=[N:14][CH:15]=[C:16]([C:18]2[CH:23]=[CH:22][C:21]([C:24]([CH2:42][CH3:43])([C:27]3[CH:32]=[CH:31][C:30](OS(C(F)(F)F)(=O)=O)=[C:29]([CH3:41])[CH:28]=3)[CH2:25][CH3:26])=[CH:20][CH:19]=2)[CH:17]=1.[C:45]([C:47]1([OH:52])[CH2:51][CH2:50][CH2:49][CH2:48]1)#[CH:46]. The catalyst is C(#N)C.[Cu]I. The product is [CH3:8][O:9][C:10](=[O:44])[CH2:11][C:12]1[CH:13]=[N:14][CH:15]=[C:16]([C:18]2[CH:19]=[CH:20][C:21]([C:24]([CH2:42][CH3:43])([C:27]3[CH:32]=[CH:31][C:30]([C:46]#[C:45][C:47]4([OH:52])[CH2:51][CH2:50][CH2:49][CH2:48]4)=[C:29]([CH3:41])[CH:28]=3)[CH2:25][CH3:26])=[CH:22][CH:23]=2)[CH:17]=1. The yield is 0.330.